From a dataset of SARS-CoV-2 main protease (3CLPro) crystallographic fragment screen with 879 compounds. Binary Classification. Given a drug SMILES string, predict its activity (active/inactive) in a high-throughput screening assay against a specified biological target. (1) The result is 1 (active). The compound is CN1CCCc2ccc(S(N)(=O)=O)cc21. (2) The drug is CN(C)C(=O)N1CCOCC12CCOC2. The result is 0 (inactive). (3) The compound is NNC(=O)c1ccc(OCc2ccccc2)cc1. The result is 0 (inactive).